From a dataset of Forward reaction prediction with 1.9M reactions from USPTO patents (1976-2016). Predict the product of the given reaction. Given the reactants [OH:1][C:2]1[C:11]([C:12]2[CH:17]=[CH:16][CH:15]=[CH:14][N:13]=2)=[CH:10][C:9]2[N:8]=[C:7]([C:18]3[CH:23]=[CH:22][CH:21]=[CH:20][CH:19]=3)[CH:6]=[N:5][C:4]=2[C:3]=1[C:24]([OH:26])=O.Cl.C([NH:30][CH2:31][C:32]([OH:34])=[O:33])C.[CH2:35](N(CC)CC)[CH3:36].C1CN([P+](ON2N=NC3C=CC=CC2=3)(N2CCCC2)N2CCCC2)CC1.F[P-](F)(F)(F)(F)F, predict the reaction product. The product is: [OH:1][C:2]1[C:3]([C:24]([NH:30][CH2:31][C:32]([O:34][CH2:35][CH3:36])=[O:33])=[O:26])=[C:4]2[C:9](=[CH:10][C:11]=1[C:12]1[CH:17]=[CH:16][CH:15]=[CH:14][N:13]=1)[N:8]=[C:7]([C:18]1[CH:23]=[CH:22][CH:21]=[CH:20][CH:19]=1)[CH:6]=[N:5]2.